Dataset: Forward reaction prediction with 1.9M reactions from USPTO patents (1976-2016). Task: Predict the product of the given reaction. (1) Given the reactants [F:1][C:2]1[CH:7]=[CH:6][C:5]([C:8]2[CH:13]=[CH:12][C:11]([F:14])=[CH:10][CH:9]=2)=[CH:4][C:3]=1[C:15]([OH:17])=O.[CH2:18]([O:20][C:21](=[O:31])[CH:22]=[CH:23][C:24]1[CH:29]=[CH:28][CH:27]=[C:26]([NH2:30])[CH:25]=1)[CH3:19], predict the reaction product. The product is: [CH2:18]([O:20][C:21](=[O:31])[CH:22]=[CH:23][C:24]1[CH:29]=[CH:28][CH:27]=[C:26]([NH:30][C:15]([C:3]2[CH:4]=[C:5]([C:8]3[CH:9]=[CH:10][C:11]([F:14])=[CH:12][CH:13]=3)[CH:6]=[CH:7][C:2]=2[F:1])=[O:17])[CH:25]=1)[CH3:19]. (2) Given the reactants [Br:1][C:2]1[CH:3]=[C:4]2[C@:10]3([CH2:23][C:13]4=[N:14][CH:15]=[C:16]([C:18]([O:20][CH2:21][CH3:22])=[O:19])[CH:17]=[C:12]4[CH2:11]3)[C:9](=[O:24])[NH:8][C:5]2=[N:6][CH:7]=1.C(N(CC)CC)C.[CH3:32][Si:33]([CH3:40])([CH3:39])[CH2:34][CH2:35][O:36][CH2:37]Cl.C(=O)(O)[O-].[Na+], predict the reaction product. The product is: [Br:1][C:2]1[CH:3]=[C:4]2[C@:10]3([CH2:23][C:13]4=[N:14][CH:15]=[C:16]([C:18]([O:20][CH2:21][CH3:22])=[O:19])[CH:17]=[C:12]4[CH2:11]3)[C:9](=[O:24])[N:8]([CH2:37][O:36][CH2:35][CH2:34][Si:33]([CH3:40])([CH3:39])[CH3:32])[C:5]2=[N:6][CH:7]=1. (3) Given the reactants C1(C)C=CC=C(C2OC=NC=2C(NC2C=NN(CC[O:22][S:23]([C:26]3[CH:31]=[CH:30][C:29]([CH3:32])=[CH:28][CH:27]=3)(=O)=[O:24])C=2)=O)C=1.[OH:34][CH2:35][CH2:36][N:37]1[C:41]([CH3:42])=[C:40]([NH:43][C:44]([C:46]2[N:47]=[CH:48][O:49][C:50]=2[C:51]2[CH:52]=[C:53]([CH3:57])[CH:54]=[CH:55][CH:56]=2)=[O:45])[C:39]([CH3:58])=[N:38]1, predict the reaction product. The product is: [CH3:32][C:29]1[CH:30]=[CH:31][C:26]([S:23]([O:34][CH2:35][CH2:36][N:37]2[C:41]([CH3:42])=[C:40]([NH:43][C:44]([C:46]3[N:47]=[CH:48][O:49][C:50]=3[C:51]3[CH:52]=[C:53]([CH3:57])[CH:54]=[CH:55][CH:56]=3)=[O:45])[C:39]([CH3:58])=[N:38]2)(=[O:24])=[O:22])=[CH:27][CH:28]=1. (4) Given the reactants [NH2:1][CH2:2][C:3]1([NH:6]C(=O)OC(C)(C)C)[CH2:5][CH2:4]1.[F:14][C:15]1[CH:36]=[CH:35][CH:34]=[C:33]([F:37])[C:16]=1[CH2:17][O:18][C:19]1[N:24]2[N:25]=[C:26]([CH3:31])[C:27]([C:28](O)=[O:29])=[C:23]2[CH:22]=[C:21]([CH3:32])[CH:20]=1.CN(C(ON1N=NC2C=CC=NC1=2)=[N+](C)C)C.F[P-](F)(F)(F)(F)F.CN1CCOCC1, predict the reaction product. The product is: [NH2:6][C:3]1([CH2:2][NH:1][C:28]([C:27]2[C:26]([CH3:31])=[N:25][N:24]3[C:19]([O:18][CH2:17][C:16]4[C:33]([F:37])=[CH:34][CH:35]=[CH:36][C:15]=4[F:14])=[CH:20][C:21]([CH3:32])=[CH:22][C:23]=23)=[O:29])[CH2:4][CH2:5]1. (5) Given the reactants Cl[C:2]1[CH:11]=[C:10]([NH:12][C:13]2[CH:18]=[C:17]([CH3:19])[CH:16]=[CH:15][C:14]=2[Cl:20])[C:5]([C:6]([O:8][CH3:9])=[O:7])=[CH:4][N:3]=1.C(O)(=[O:23])C, predict the reaction product. The product is: [Cl:20][C:14]1[CH:15]=[CH:16][C:17]([CH3:19])=[CH:18][C:13]=1[NH:12][C:10]1[C:5]([C:6]([O:8][CH3:9])=[O:7])=[CH:4][NH:3][C:2](=[O:23])[CH:11]=1. (6) Given the reactants [CH:1]1([CH2:4][N:5]([CH2:15][CH:16]2[CH2:18][CH2:17]2)[C:6]2[C:11]([CH:12]=O)=[CH:10][CH:9]=[C:8]([F:14])[N:7]=2)[CH2:3][CH2:2]1.[F:19][C:20]([F:34])([F:33])[C:21]1[CH:22]=[C:23]([CH:26]=[C:27]([C:29]([F:32])([F:31])[F:30])[CH:28]=1)[CH2:24][NH2:25].C(O)(=O)C.C(O[BH-](OC(=O)C)OC(=O)C)(=O)C.[Na+], predict the reaction product. The product is: [F:19][C:20]([F:33])([F:34])[C:21]1[CH:22]=[C:23]([CH:26]=[C:27]([C:29]([F:32])([F:30])[F:31])[CH:28]=1)[CH2:24][NH:25][CH2:12][C:11]1[C:6]([N:5]([CH2:15][CH:16]2[CH2:18][CH2:17]2)[CH2:4][CH:1]2[CH2:3][CH2:2]2)=[N:7][C:8]([F:14])=[CH:9][CH:10]=1.